From a dataset of Full USPTO retrosynthesis dataset with 1.9M reactions from patents (1976-2016). Predict the reactants needed to synthesize the given product. (1) Given the product [Cl:22][C:23]1[CH:24]=[C:25]([C:26]2[O:28][N:55]=[C:38]([C:39]3[CH:40]=[C:41]4[C:45](=[CH:46][CH:47]=3)[NH:44][C:43]([CH2:48][CH2:49][C:50]([O:52][CH2:53][CH3:54])=[O:51])=[CH:42]4)[N:37]=2)[CH:29]=[CH:30][C:31]=1[O:32][CH:33]([CH3:35])[CH3:34], predict the reactants needed to synthesize it. The reactants are: CCN=C=NCCCN(C)C.C1C=CC2N(O)N=NC=2C=1.[Cl:22][C:23]1[CH:24]=[C:25]([CH:29]=[CH:30][C:31]=1[O:32][CH:33]([CH3:35])[CH3:34])[C:26]([OH:28])=O.O[NH:37][C:38](=[NH:55])[C:39]1[CH:40]=[C:41]2[C:45](=[CH:46][CH:47]=1)[NH:44][C:43]([CH2:48][CH2:49][C:50]([O:52][CH2:53][CH3:54])=[O:51])=[CH:42]2. (2) Given the product [Cl:21][C:22]1[CH:23]=[C:24]([CH:28]=[CH:29][CH:30]=1)[C:25]([N:9]1[CH2:10][C:11]([CH3:13])([CH3:12])[C:5]2[CH:4]=[C:3]([C:1]#[N:2])[NH:20][C:6]=2[C:7]([C:14]([O:16][CH:17]([CH3:18])[CH3:19])=[O:15])=[CH:8]1)=[O:26], predict the reactants needed to synthesize it. The reactants are: [C:1]([C:3]1[NH:20][C:6]2[C:7]([C:14]([O:16][CH:17]([CH3:19])[CH3:18])=[O:15])=[CH:8][NH:9][CH2:10][C:11]([CH3:13])([CH3:12])[C:5]=2[CH:4]=1)#[N:2].[Cl:21][C:22]1[CH:23]=[C:24]([CH:28]=[CH:29][CH:30]=1)[C:25](Cl)=[O:26]. (3) Given the product [CH2:16]([O:15][C:13]([CH:12]1[CH2:7][CH:6]1[C:5]1[CH:8]=[CH:9][C:2]([F:1])=[CH:3][CH:4]=1)=[O:14])[CH3:17], predict the reactants needed to synthesize it. The reactants are: [F:1][C:2]1[CH:9]=[CH:8][C:5]([CH:6]=[CH2:7])=[CH:4][CH:3]=1.[N+](=[CH:12][C:13]([O:15][CH2:16][CH3:17])=[O:14])=[N-].